From a dataset of Full USPTO retrosynthesis dataset with 1.9M reactions from patents (1976-2016). Predict the reactants needed to synthesize the given product. (1) The reactants are: C(OC([NH:11][C:12]1[C:13](=[O:24])[N:14]([CH2:20][CH2:21][CH2:22][CH3:23])[C:15]([CH3:19])=[C:16]([CH3:18])[CH:17]=1)=O)C1C=CC=CC=1. Given the product [NH2:11][C:12]1[C:13](=[O:24])[N:14]([CH2:20][CH2:21][CH2:22][CH3:23])[C:15]([CH3:19])=[C:16]([CH3:18])[CH:17]=1, predict the reactants needed to synthesize it. (2) The reactants are: [CH3:1][CH:2]1[C:15]2([O:19]CCO2)[CH2:14][CH2:13][C:12]2([C:20]3[CH:25]=[CH:24][CH:23]=[CH:22][CH:21]=3)[CH:3]1[CH2:4][CH2:5][C:6]1[C:7](O)=[N:8][C:9]([C:26]3[CH:31]=[CH:30][CH:29]=[CH:28][CH:27]=3)=[N:10][C:11]=12.CCN(C(C)C)C(C)C.P(Cl)(Cl)([Cl:44])=O. Given the product [Cl:44][C:7]1[C:6]2[CH2:5][CH2:4][CH:3]3[CH:2]([CH3:1])[C:15](=[O:19])[CH2:14][CH2:13][C:12]3([C:20]3[CH:25]=[CH:24][CH:23]=[CH:22][CH:21]=3)[C:11]=2[N:10]=[C:9]([C:26]2[CH:27]=[CH:28][CH:29]=[CH:30][CH:31]=2)[N:8]=1, predict the reactants needed to synthesize it.